From a dataset of Full USPTO retrosynthesis dataset with 1.9M reactions from patents (1976-2016). Predict the reactants needed to synthesize the given product. (1) Given the product [NH2:1][C:4]1[CH:5]=[C:6]([S:10]([N:15]([CH3:14])[CH2:28][CH2:29][N:30]2[CH2:34][CH2:33][CH2:32][CH2:31]2)(=[O:12])=[O:11])[CH:7]=[CH:8][CH:9]=1, predict the reactants needed to synthesize it. The reactants are: [N+:1]([C:4]1[CH:5]=[C:6]([S:10](Cl)(=[O:12])=[O:11])[CH:7]=[CH:8][CH:9]=1)([O-])=O.[CH3:14][NH2:15].C1COCC1.C([O-])(O)=O.[Na+].Cl.Cl[CH2:28][CH2:29][N:30]1[CH2:34][CH2:33][CH2:32][CH2:31]1.C([O-])([O-])=O.[Cs+].[Cs+]. (2) Given the product [Cl:13][C:14]1[C:15]([CH3:24])=[C:16]([S:20]([NH:12][C:9]2[S:10][CH:11]=[C:7]([C:5]3[S:6][C:2]([Cl:1])=[CH:3][CH:4]=3)[N:8]=2)(=[O:22])=[O:21])[CH:17]=[CH:18][CH:19]=1, predict the reactants needed to synthesize it. The reactants are: [Cl:1][C:2]1[S:6][C:5]([C:7]2[N:8]=[C:9]([NH2:12])[S:10][CH:11]=2)=[CH:4][CH:3]=1.[Cl:13][C:14]1[C:15]([CH3:24])=[C:16]([S:20](Cl)(=[O:22])=[O:21])[CH:17]=[CH:18][CH:19]=1. (3) Given the product [CH2:4]([O:17][C:16](=[O:18])[C@@H:15]([NH:14][S:11]([C:1]1[C:10]2[C:5](=[CH:6][CH:7]=[CH:8][CH:9]=2)[CH:4]=[CH:3][CH:2]=1)(=[O:13])=[O:12])[CH2:19][NH:20][C:21](=[O:39])[C:22]1[CH:27]=[CH:26][C:25]([CH2:28][CH2:29][C:30](=[O:38])[NH:31][C:32]2[NH:37][CH2:36][CH2:35][CH2:34][N:33]=2)=[CH:24][CH:23]=1)[CH:5]([CH3:10])[CH3:6], predict the reactants needed to synthesize it. The reactants are: [C:1]1([S:11]([NH:14][C@@H:15]([CH2:19][NH:20][C:21](=[O:39])[C:22]2[CH:27]=[CH:26][C:25]([CH2:28][CH2:29][C:30](=[O:38])[NH:31][C:32]3[NH:33][CH2:34][CH2:35][CH2:36][N:37]=3)=[CH:24][CH:23]=2)[C:16]([OH:18])=[O:17])(=[O:13])=[O:12])[C:10]2[C:5](=[CH:6][CH:7]=[CH:8][CH:9]=2)[CH:4]=[CH:3][CH:2]=1.S(=O)(=O)(O)O.